The task is: Predict the reaction yield, written as a fraction of the theoretical maximum amount of product (1.0 means a 100% yield; for example, 0.34 means a 34% yield).. This data is from Reaction yield outcomes from USPTO patents with 853,638 reactions. (1) The reactants are [C:1]1([C@H:7]([NH:9][C:10]2[C:15]([N+:16]([O-])=O)=[CH:14][N:13]=[C:12]([C:19]3[CH:28]=[CH:27][CH:26]=[C:25]4[C:20]=3[CH:21]=[CH:22][CH:23]=[N:24]4)[CH:11]=2)[CH3:8])[CH:6]=[CH:5][CH:4]=[CH:3][CH:2]=1.[C:1]1([C@H:7]([NH:9][C:10]2[CH:11]=[C:12]([C:19]3[CH:28]=[CH:27][CH:26]=[C:25]4[C:20]=3[CH:21]=[CH:22][CH:23]=[N:24]4)[N:13]=[CH:14][C:15]=2[NH2:16])[CH3:8])[CH:2]=[CH:3][CH:4]=[CH:5][CH:6]=1.[H][H].[CH2:57]([OH:59])C. The catalyst is [Pd]. The product is [C:1]1([C@H:7]([N:9]2[C:10]3[CH:11]=[C:12]([C:19]4[CH:28]=[CH:27][CH:26]=[C:25]5[C:20]=4[CH:21]=[CH:22][CH:23]=[N:24]5)[N:13]=[CH:14][C:15]=3[NH:16][C:57]2=[O:59])[CH3:8])[CH:6]=[CH:5][CH:4]=[CH:3][CH:2]=1. The yield is 0.979. (2) The reactants are [CH:1]1([C:5]([NH:7][C:8]2[CH:9]=[C:10]([CH:15]3[C:24]([CH3:26])([CH3:25])[CH2:23][C:22]4[C:17](=[CH:18][CH:19]=[C:20]([C:27]([O:29]C)=[O:28])[CH:21]=4)[NH:16]3)[CH:11]=[CH:12][C:13]=2[F:14])=[O:6])[CH2:4][CH2:3][CH2:2]1.[OH-].[Na+]. The catalyst is CO. The product is [CH:1]1([C:5]([NH:7][C:8]2[CH:9]=[C:10]([CH:15]3[C:24]([CH3:26])([CH3:25])[CH2:23][C:22]4[C:17](=[CH:18][CH:19]=[C:20]([C:27]([OH:29])=[O:28])[CH:21]=4)[NH:16]3)[CH:11]=[CH:12][C:13]=2[F:14])=[O:6])[CH2:4][CH2:3][CH2:2]1. The yield is 0.800. (3) The reactants are [CH3:1][CH:2]1[CH2:8][C:7]2[CH:9]=[C:10]3[O:15][CH2:14][O:13][C:11]3=[CH:12][C:6]=2[C:5]([C:16]2[CH:21]=[CH:20][C:19]([N+:22]([O-:24])=[O:23])=[CH:18][CH:17]=2)=[N:4][N:3]1[C:25](=[S:27])[NH2:26].CO[CH:30](OC)[CH:31](Br)[CH3:32].CN(C)C=O. The product is [CH3:1][CH:2]1[CH2:8][C:7]2[CH:9]=[C:10]3[O:15][CH2:14][O:13][C:11]3=[CH:12][C:6]=2[C:5]([C:16]2[CH:17]=[CH:18][C:19]([N+:22]([O-:24])=[O:23])=[CH:20][CH:21]=2)=[N:4][N:3]1[C:25]1[S:27][C:31]([CH3:32])=[CH:30][N:26]=1. The yield is 0.660. The catalyst is O. (4) The reactants are [S:1]1[CH:5]=[CH:4][N:3]=[C:2]1[CH:6]1[CH2:11][CH2:10][C:9](=O)[CH2:8][CH2:7]1.[O:13]=[C:14]([NH:29][CH2:30][C:31](=O)[NH:32][C@@H:33]1[CH2:37]CNC1)[CH2:15][NH:16][C:17](=[O:28])[C:18]1[CH:23]=[CH:22][CH:21]=[C:20]([C:24]([F:27])([F:26])[F:25])[CH:19]=1.[BH-](OC(C)=O)(OC(C)=O)OC(C)=O.[Na+]. The catalyst is CC(O)=O.C(Cl)Cl.CCOC(C)=O. The product is [O:13]=[C:14]([NH:29][C@@H:30]1[CH2:37][CH2:33][N:32]([CH:9]2[CH2:10][CH2:11][CH:6]([C:2]3[S:1][CH:5]=[CH:4][N:3]=3)[CH2:7][CH2:8]2)[CH2:31]1)[CH2:15][NH:16][C:17](=[O:28])[C:18]1[CH:23]=[CH:22][CH:21]=[C:20]([C:24]([F:27])([F:26])[F:25])[CH:19]=1. The yield is 0.850. (5) The product is [CH:18]([O:17][C:15]([N:12]1[CH2:11][CH2:10][CH:9]([O:8][N:7]=[C:4]2[CH2:3][CH2:2][N:1]([C:24]3[C:25]([F:30])=[CH:26][C:27]([CH2:28][OH:29])=[C:22]([Cl:21])[N:23]=3)[CH2:6][CH2:5]2)[CH2:14][CH2:13]1)=[O:16])([CH3:20])[CH3:19]. The yield is 0.300. The reactants are [NH:1]1[CH2:6][CH2:5][C:4](=[N:7][O:8][CH:9]2[CH2:14][CH2:13][N:12]([C:15]([O:17][CH:18]([CH3:20])[CH3:19])=[O:16])[CH2:11][CH2:10]2)[CH2:3][CH2:2]1.[Cl:21][C:22]1[C:27]([CH2:28][OH:29])=[CH:26][C:25]([F:30])=[C:24](Cl)[N:23]=1.C(N(C(C)C)CC)(C)C.C(OCC)(=O)C. The catalyst is CS(C)=O. (6) The reactants are N(C(N1CCCCC1)=O)=N[C:3](N1CCCCC1)=O.[OH:19][C:20]1[CH:21]=[C:22]2[C:26](=[CH:27][CH:28]=1)[NH:25][C:24]([CH2:29][CH:30]([CH2:35][C:36]1[CH:41]=[CH:40][CH:39]=[CH:38][CH:37]=1)[C:31]([O:33][CH3:34])=[O:32])=[CH:23]2.OC[CH2:44][CH2:45][NH:46][C:47]1[CH:52]=[CH:51][CH:50]=[CH:49][N:48]=1.C(P(CCCC)CCCC)CCC. The catalyst is O1CCCC1. The product is [CH2:35]([CH:30]([CH2:29][C:24]1[NH:25][C:26]2[C:22]([CH:23]=1)=[CH:21][C:20]([O:19][CH2:3][CH:45]([NH:46][C:47]1[CH:52]=[CH:51][CH:50]=[CH:49][N:48]=1)[CH3:44])=[CH:28][CH:27]=2)[C:31]([O:33][CH3:34])=[O:32])[C:36]1[CH:37]=[CH:38][CH:39]=[CH:40][CH:41]=1. The yield is 0.380.